From a dataset of Full USPTO retrosynthesis dataset with 1.9M reactions from patents (1976-2016). Predict the reactants needed to synthesize the given product. (1) Given the product [F:25][CH:2]([F:1])[C:3]1[N:8]2[N:9]=[CH:10][C:11]([C:12]3[O:13][N:33]=[C:31]([C:30]4[CH:35]=[CH:36][C:27]([NH2:26])=[N:28][CH:29]=4)[N:32]=3)=[C:7]2[N:6]=[C:5]([C:15]2[CH:16]=[CH:17][C:18]([C:21]([F:22])([F:23])[F:24])=[CH:19][CH:20]=2)[CH:4]=1, predict the reactants needed to synthesize it. The reactants are: [F:1][CH:2]([F:25])[C:3]1[N:8]2[N:9]=[CH:10][C:11]([C:12](O)=[O:13])=[C:7]2[N:6]=[C:5]([C:15]2[CH:20]=[CH:19][C:18]([C:21]([F:24])([F:23])[F:22])=[CH:17][CH:16]=2)[CH:4]=1.[NH2:26][C:27]1[CH:36]=[CH:35][C:30]([C:31]([NH:33]O)=[NH:32])=[CH:29][N:28]=1. (2) Given the product [CH2:1]([O:3][C:4]([C@H:6]1[CH2:10][CH2:9][C@@H:8]([C:11]([OH:13])=[O:12])[N:7]1[CH2:16][C:17]1[CH:18]=[CH:19][CH:20]=[CH:21][CH:22]=1)=[O:5])[CH3:2], predict the reactants needed to synthesize it. The reactants are: [CH2:1]([O:3][C:4]([C@H:6]1[CH2:10][CH2:9][C@@H:8]([C:11]([O:13]CC)=[O:12])[N:7]1[CH2:16][C:17]1[CH:22]=[CH:21][CH:20]=[CH:19][CH:18]=1)=[O:5])[CH3:2].C(N)C1C=CC=CC=1. (3) Given the product [O:38]=[C:35]1[C:36]2[C:32](=[CH:31][CH:30]=[C:29]([C:2]3[CH:3]=[CH:4][N:5]4[C:10]([C:11]=3[CH3:12])=[C:9]([CH:13]3[CH2:15][CH2:14]3)[CH:8]=[C:7]([C:16]([O:18][CH3:19])=[O:17])[C:6]4=[O:20])[CH:37]=2)[CH2:33][NH:34]1, predict the reactants needed to synthesize it. The reactants are: Cl[C:2]1[CH:3]=[CH:4][N:5]2[C:10]([C:11]=1[CH3:12])=[C:9]([CH:13]1[CH2:15][CH2:14]1)[CH:8]=[C:7]([C:16]([O:18][CH3:19])=[O:17])[C:6]2=[O:20].CC1(C)C(C)(C)OB([C:29]2[CH:37]=[C:36]3[C:32]([CH2:33][NH:34][C:35]3=[O:38])=[CH:31][CH:30]=2)O1. (4) Given the product [C:36](=[O:46])([O:35][CH2:34][CH:30]1[CH:31]=[CH:32][CH2:33][CH:28]([CH2:27][O:26][C:25](=[O:47])[NH2:24])[CH2:29]1)[NH2:37], predict the reactants needed to synthesize it. The reactants are: C(=O)(OCC(F)(F)C(F)(F)F)OCC(F)(F)C(F)(F)F.FC(F)(C(F)(F)F)C[NH:24][C:25](=[O:47])[O:26][CH2:27][CH:28]1[CH:33]=[CH:32][CH2:31][CH:30]([CH2:34][O:35][C:36](=[O:46])[NH:37]CC(F)(F)C(F)(F)F)[CH2:29]1. (5) Given the product [N+:1]1([O-:15])[CH:2]=[CH:3][C:4]2[C:9]=1[NH:8][CH:7]=[CH:6][CH:5]=2, predict the reactants needed to synthesize it. The reactants are: [NH:1]1[C:9]2[C:4](=[CH:5][CH:6]=[CH:7][N:8]=2)[CH:3]=[CH:2]1.ClC1C=C(C=CC=1)C(OO)=[O:15].